Dataset: Full USPTO retrosynthesis dataset with 1.9M reactions from patents (1976-2016). Task: Predict the reactants needed to synthesize the given product. (1) Given the product [F:17][C:18]1[CH:19]=[CH:20][C:21]([C@@H:24]2[CH2:26][C@H:25]2[C:27]([N:10]2[CH2:9][C@H:8]([C:11]3[CH:15]=[CH:14][S:13][CH:12]=3)[NH:7][C:6](=[O:16])[C@@H:5]2[CH2:1][CH:2]([CH3:4])[CH3:3])=[O:28])=[CH:22][CH:23]=1, predict the reactants needed to synthesize it. The reactants are: [CH2:1]([C@@H:5]1[NH:10][CH2:9][C@H:8]([C:11]2[CH:15]=[CH:14][S:13][CH:12]=2)[NH:7][C:6]1=[O:16])[CH:2]([CH3:4])[CH3:3].[F:17][C:18]1[CH:23]=[CH:22][C:21]([C@@H:24]2[CH2:26][C@H:25]2[C:27](O)=[O:28])=[CH:20][CH:19]=1.C([C@@H]1N(C(=O)/C=C/C2C=CC=CC=2)C[C@H](CC(C)C)NC1=O)C(C)C. (2) Given the product [CH3:29][N:18]1[CH:17]([C:10]2[C:11]3[C:16](=[CH:15][CH:14]=[CH:13][CH:12]=3)[N:8]([CH2:7][C:6]([OH:5])=[O:28])[CH:9]=2)[C:21]2[CH:22]=[CH:23][CH:24]=[CH:25][C:20]=2[S:19]1(=[O:26])=[O:27], predict the reactants needed to synthesize it. The reactants are: C([O:5][C:6](=[O:28])[CH2:7][N:8]1[C:16]2[C:11](=[CH:12][CH:13]=[CH:14][CH:15]=2)[C:10]([CH:17]2[C:21]3[CH:22]=[CH:23][CH:24]=[CH:25][C:20]=3[S:19](=[O:27])(=[O:26])[NH:18]2)=[CH:9]1)(C)(C)C.[C:29]([O-])([O-])=O.[K+].[K+].CI. (3) Given the product [C:1](/[C:3](=[N:10]\[O:11][CH2:14][C:15]1[N:20]=[C:19]([NH:21][C:22](=[O:28])[O:23][CH2:24][CH2:25][C:26]#[CH:27])[CH:18]=[CH:17][CH:16]=1)/[C:4]1[CH:9]=[CH:8][CH:7]=[CH:6][CH:5]=1)#[N:2], predict the reactants needed to synthesize it. The reactants are: [C:1](/[C:3](=[N:10]\[O-:11])/[C:4]1[CH:9]=[CH:8][CH:7]=[CH:6][CH:5]=1)#[N:2].[Na+].Cl[CH2:14][C:15]1[N:20]=[C:19]([NH:21][C:22](=[O:28])[O:23][CH2:24][CH2:25][C:26]#[CH:27])[CH:18]=[CH:17][CH:16]=1.[I-].[K+].C(=O)([O-])[O-].[Cs+].[Cs+]. (4) Given the product [CH3:12][N:13]([CH3:14])[S:34]([NH:33][C:6](=[O:7])[C:5]1[CH:9]=[CH:10][C:2]([F:1])=[CH:3][CH:4]=1)(=[O:36])=[O:35], predict the reactants needed to synthesize it. The reactants are: [F:1][C:2]1[CH:10]=[CH:9][C:5]([C:6](O)=[O:7])=[CH:4][CH:3]=1.C[CH2:12][N:13]=[C:14]=NCCCN(C)C.C(N(CC)C(C)C)(C)C.CN[N:33](NC)[SH:34](=[O:36])=[O:35]. (5) Given the product [OH:22][CH2:9][CH2:10][CH2:11][NH:12][C:13](=[O:21])[C@H:14]([C:16]([CH2:19][OH:20])([CH3:18])[CH3:17])[OH:15].[CH3:33][C:32]1([CH3:34])[CH:30]([OH:31])[C:29](=[O:37])[O:36][CH2:35]1, predict the reactants needed to synthesize it. The reactants are: NCCC(O)=O.[O-2].[Ca+2].[C:9]([O-])(=[O:22])[CH2:10][CH2:11][NH:12][C:13](=[O:21])[C@H:14]([C:16]([CH2:19][OH:20])([CH3:18])[CH3:17])[OH:15].[Ca+2].C([O-])(=O)CCN[C:29](=[O:37])[C@H:30]([C:32]([CH2:35][OH:36])([CH3:34])[CH3:33])[OH:31].CC1(C)[C@@H](O)C(=O)OC1.NCCCO. (6) Given the product [CH3:18][O:19][C:20]1([C:26]2[CH:27]=[C:28]([CH2:32][CH:2]([C:3]([O:5][CH3:6])=[O:4])[C:1]([O:8][CH2:9][C:10]3[CH:11]=[CH:12][CH:13]=[CH:14][CH:15]=3)=[O:7])[CH:29]=[CH:30][CH:31]=2)[CH2:21][CH2:22][O:23][CH2:24][CH2:25]1, predict the reactants needed to synthesize it. The reactants are: [C:1]([O:8][CH2:9][C:10]1[CH:15]=[CH:14][CH:13]=[CH:12][CH:11]=1)(=[O:7])[CH2:2][C:3]([O:5][CH3:6])=[O:4].[H-].[Na+].[CH3:18][O:19][C:20]1([C:26]2[CH:27]=[C:28]([CH2:32]Br)[CH:29]=[CH:30][CH:31]=2)[CH2:25][CH2:24][O:23][CH2:22][CH2:21]1.